Dataset: Peptide-MHC class I binding affinity with 185,985 pairs from IEDB/IMGT. Task: Regression. Given a peptide amino acid sequence and an MHC pseudo amino acid sequence, predict their binding affinity value. This is MHC class I binding data. (1) The peptide sequence is YLAENTFVV. The MHC is HLA-C04:01 with pseudo-sequence HLA-C04:01. The binding affinity (normalized) is 0.0847. (2) The peptide sequence is DSPTDTPLDL. The MHC is Mamu-A01 with pseudo-sequence Mamu-A01. The binding affinity (normalized) is 0. (3) The peptide sequence is SSVSVLMKEH. The MHC is HLA-A03:01 with pseudo-sequence HLA-A03:01. The binding affinity (normalized) is 0.0957. (4) The peptide sequence is ASEFSSLPSY. The MHC is HLA-A30:02 with pseudo-sequence HLA-A30:02. The binding affinity (normalized) is 0.643. (5) The peptide sequence is YLDWHAGHA. The MHC is HLA-B08:01 with pseudo-sequence HLA-B08:01. The binding affinity (normalized) is 0.120.